Regression. Given two drug SMILES strings and cell line genomic features, predict the synergy score measuring deviation from expected non-interaction effect. From a dataset of NCI-60 drug combinations with 297,098 pairs across 59 cell lines. (1) Drug 1: C1C(C(OC1N2C=NC3=C(N=C(N=C32)Cl)N)CO)O. Drug 2: CCN(CC)CCCC(C)NC1=C2C=C(C=CC2=NC3=C1C=CC(=C3)Cl)OC. Cell line: HCT116. Synergy scores: CSS=58.5, Synergy_ZIP=-0.726, Synergy_Bliss=-2.96, Synergy_Loewe=-6.66, Synergy_HSA=0.855. (2) Drug 1: CCC1(CC2CC(C3=C(CCN(C2)C1)C4=CC=CC=C4N3)(C5=C(C=C6C(=C5)C78CCN9C7C(C=CC9)(C(C(C8N6C=O)(C(=O)OC)O)OC(=O)C)CC)OC)C(=O)OC)O.OS(=O)(=O)O. Drug 2: C1CC(C1)(C(=O)O)C(=O)O.[NH2-].[NH2-].[Pt+2]. Cell line: NCIH23. Synergy scores: CSS=37.4, Synergy_ZIP=-9.53, Synergy_Bliss=-2.41, Synergy_Loewe=-30.7, Synergy_HSA=-3.55. (3) Drug 1: C1CN1C2=NC(=NC(=N2)N3CC3)N4CC4. Drug 2: C(=O)(N)NO. Cell line: NCI-H522. Synergy scores: CSS=20.6, Synergy_ZIP=-2.52, Synergy_Bliss=4.26, Synergy_Loewe=-13.8, Synergy_HSA=1.17. (4) Drug 1: CS(=O)(=O)OCCCCOS(=O)(=O)C. Drug 2: COC1=C2C(=CC3=C1OC=C3)C=CC(=O)O2. Cell line: KM12. Synergy scores: CSS=15.8, Synergy_ZIP=-5.33, Synergy_Bliss=-2.41, Synergy_Loewe=-2.11, Synergy_HSA=-1.14.